From a dataset of Reaction yield outcomes from USPTO patents with 853,638 reactions. Predict the reaction yield, written as a fraction of the theoretical maximum amount of product (1.0 means a 100% yield; for example, 0.34 means a 34% yield). The reactants are Cl.[Cl:2][C:3]1[CH:8]=[CH:7][CH:6]=[CH:5][C:4]=1[NH:9][NH2:10].[Br:11][C:12]1[CH:13]=[CH:14][C:15]([C:18](=O)[CH2:19][C:20](=O)[C:21]([O:23][CH3:24])=[O:22])=[N:16][CH:17]=1.C([O-])(O)=O.[Na+]. The catalyst is CO.CCOC(C)=O. The product is [Br:11][C:12]1[CH:13]=[CH:14][C:15]([C:18]2[N:9]([C:4]3[CH:5]=[CH:6][CH:7]=[CH:8][C:3]=3[Cl:2])[N:10]=[C:20]([C:21]([O:23][CH3:24])=[O:22])[CH:19]=2)=[N:16][CH:17]=1. The yield is 0.130.